This data is from NCI-60 drug combinations with 297,098 pairs across 59 cell lines. The task is: Regression. Given two drug SMILES strings and cell line genomic features, predict the synergy score measuring deviation from expected non-interaction effect. (1) Synergy scores: CSS=47.8, Synergy_ZIP=5.04, Synergy_Bliss=6.53, Synergy_Loewe=-15.0, Synergy_HSA=-6.79. Cell line: RPMI-8226. Drug 2: CN(CCCl)CCCl.Cl. Drug 1: CC1=C2C(C(=O)C3(C(CC4C(C3C(C(C2(C)C)(CC1OC(=O)C(C(C5=CC=CC=C5)NC(=O)C6=CC=CC=C6)O)O)OC(=O)C7=CC=CC=C7)(CO4)OC(=O)C)O)C)OC(=O)C. (2) Drug 1: C1CCC(CC1)NC(=O)N(CCCl)N=O. Drug 2: CC1=C(C(CCC1)(C)C)C=CC(=CC=CC(=CC(=O)O)C)C. Cell line: IGROV1. Synergy scores: CSS=35.3, Synergy_ZIP=-6.11, Synergy_Bliss=4.64, Synergy_Loewe=7.25, Synergy_HSA=7.49. (3) Drug 1: C1CCN(CC1)CCOC2=CC=C(C=C2)C(=O)C3=C(SC4=C3C=CC(=C4)O)C5=CC=C(C=C5)O. Drug 2: CC1CCCC2(C(O2)CC(NC(=O)CC(C(C(=O)C(C1O)C)(C)C)O)C(=CC3=CSC(=N3)C)C)C. Cell line: NCI/ADR-RES. Synergy scores: CSS=-2.11, Synergy_ZIP=0.735, Synergy_Bliss=-0.999, Synergy_Loewe=-3.25, Synergy_HSA=-2.79. (4) Drug 1: C1=CC(=CC=C1CCC2=CNC3=C2C(=O)NC(=N3)N)C(=O)NC(CCC(=O)O)C(=O)O. Drug 2: C1=NC2=C(N1)C(=S)N=C(N2)N. Cell line: SW-620. Synergy scores: CSS=28.5, Synergy_ZIP=-6.60, Synergy_Bliss=-4.45, Synergy_Loewe=-3.06, Synergy_HSA=-0.767. (5) Drug 1: CC1=C(C=C(C=C1)NC2=NC=CC(=N2)N(C)C3=CC4=NN(C(=C4C=C3)C)C)S(=O)(=O)N.Cl. Drug 2: C1C(C(OC1N2C=NC3=C(N=C(N=C32)Cl)N)CO)O. Cell line: OVCAR3. Synergy scores: CSS=5.83, Synergy_ZIP=0.277, Synergy_Bliss=1.05, Synergy_Loewe=-10.8, Synergy_HSA=-0.341.